The task is: Predict which catalyst facilitates the given reaction.. This data is from Catalyst prediction with 721,799 reactions and 888 catalyst types from USPTO. (1) Reactant: [F:1][C:2]1[C:7]([F:8])=[CH:6][CH:5]=[CH:4][C:3]=1[CH2:9][C:10](Cl)=[O:11].[Br:13][C:14]1[CH:15]=[C:16]2[CH:22]=[CH:21][NH:20][C:17]2=[N:18][CH:19]=1.[Al+3].[Cl-].[Cl-].[Cl-]. Product: [Br:13][C:14]1[CH:15]=[C:16]2[C:22]([C:10](=[O:11])[CH2:9][C:3]3[CH:4]=[CH:5][CH:6]=[C:7]([F:8])[C:2]=3[F:1])=[CH:21][NH:20][C:17]2=[N:18][CH:19]=1. The catalyst class is: 2. (2) Reactant: [O:1]([C:3]1[CH:4]=[C:5]([N:10]2[CH2:15][CH2:14][N:13]([C:16]([O:18][C:19]([CH3:22])([CH3:21])[CH3:20])=[O:17])[CH2:12][CH2:11]2)[CH:6]=[CH:7][C:8]=1Br)[CH3:2].[B:23]1([B:23]2[O:27][C:26]([CH3:29])([CH3:28])[C:25]([CH3:31])([CH3:30])[O:24]2)[O:27][C:26]([CH3:29])([CH3:28])[C:25]([CH3:31])([CH3:30])[O:24]1.C([O-])(=O)C.[K+]. Product: [O:1]([C:3]1[CH:4]=[C:5]([N:10]2[CH2:15][CH2:14][N:13]([C:16]([O:18][C:19]([CH3:22])([CH3:21])[CH3:20])=[O:17])[CH2:12][CH2:11]2)[CH:6]=[CH:7][C:8]=1[B:23]1[O:27][C:26]([CH3:29])([CH3:28])[C:25]([CH3:31])([CH3:30])[O:24]1)[CH3:2]. The catalyst class is: 294. (3) Reactant: [H-].[Na+].[C:3]([CH:5]([CH:10]([C:21]1[CH:26]=[CH:25][CH:24]=[CH:23][C:22]=1[O:27][CH3:28])[C:11]1[CH:12]=[N:13][C:14]2[C:19]([CH:20]=1)=[CH:18][CH:17]=[CH:16][CH:15]=2)[C:6]([O:8][CH3:9])=[O:7])#[N:4].Cl[CH2:30][O:31][CH3:32]. Product: [C:3]([C@:5]([CH2:30][O:31][CH3:32])([C@@H:10]([C:21]1[CH:26]=[CH:25][CH:24]=[CH:23][C:22]=1[O:27][CH3:28])[C:11]1[CH:12]=[N:13][C:14]2[C:19]([CH:20]=1)=[CH:18][CH:17]=[CH:16][CH:15]=2)[C:6]([O:8][CH3:9])=[O:7])#[N:4]. The catalyst class is: 3.